From a dataset of Reaction yield outcomes from USPTO patents with 853,638 reactions. Predict the reaction yield, written as a fraction of the theoretical maximum amount of product (1.0 means a 100% yield; for example, 0.34 means a 34% yield). (1) The reactants are Cl[C:2]1[C:7]([CH3:8])=[C:6]([Cl:9])[N:5]=[CH:4][N:3]=1.[CH:10]([O:13][C:14]([N:16]1[CH2:21][CH2:20][CH:19]([OH:22])[CH2:18][CH2:17]1)=[O:15])([CH3:12])[CH3:11].CC(C)([O-])C.[K+].N1C=CC=NC=1. The catalyst is O1CCCC1. The product is [CH:10]([O:13][C:14]([N:16]1[CH2:17][CH2:18][CH:19]([O:22][C:2]2[C:7]([CH3:8])=[C:6]([Cl:9])[N:5]=[CH:4][N:3]=2)[CH2:20][CH2:21]1)=[O:15])([CH3:12])[CH3:11]. The yield is 0.963. (2) The reactants are [CH3:1][C:2]1[CH:3]=[C:4]([NH:16][C:17]2[C:26]3[C:21](=[CH:22][CH:23]=[CH:24][C:25]=3[O:27][C@H:28]([CH3:32])[C:29]([OH:31])=O)[N:20]=[CH:19][N:18]=2)[CH:5]=[CH:6][C:7]=1[O:8][C:9]1[CH:10]=[N:11][C:12]([CH3:15])=[CH:13][CH:14]=1.[NH:33]1[CH2:37][CH2:36][C@@H:35]([OH:38])[CH2:34]1. No catalyst specified. The product is [CH3:1][C:2]1[CH:3]=[C:4]([NH:16][C:17]2[C:26]3[C:21](=[CH:22][CH:23]=[CH:24][C:25]=3[O:27][C@H:28]([CH3:32])[C:29]([N:33]3[CH2:37][CH2:36][C@@H:35]([OH:38])[CH2:34]3)=[O:31])[N:20]=[CH:19][N:18]=2)[CH:5]=[CH:6][C:7]=1[O:8][C:9]1[CH:10]=[N:11][C:12]([CH3:15])=[CH:13][CH:14]=1. The yield is 0.760. (3) The yield is 0.990. The reactants are [CH3:1][C:2]1[C:9]([CH3:10])=[CH:8][CH:7]=[CH:6][C:3]=1[CH:4]=O.C[Si]([N-][Si](C)(C)C)(C)C.[Na+].[Br-].[C:22]([CH2:25][CH2:26][P+](C1C=CC=CC=1)(C1C=CC=CC=1)C1C=CC=CC=1)([OH:24])=[O:23]. The product is [CH3:1][C:2]1[C:9]([CH3:10])=[CH:8][CH:7]=[CH:6][C:3]=1/[CH:4]=[CH:26]/[CH2:25][C:22]([OH:24])=[O:23]. The catalyst is C1COCC1.O. (4) The reactants are [BH4-].[Li+].[Cl:3][C:4]1[CH:5]=[CH:6][C:7]([C:28](OC)=[O:29])=[C:8]2[C:12]=1[N:11]=[C:10]1[N:13]([C:17]3[CH:22]=[CH:21][C:20]([Cl:23])=[CH:19][C:18]=3[C:24]([F:27])([F:26])[F:25])[CH2:14][CH2:15][CH2:16][N:9]21. The catalyst is O1CCCC1. The product is [Cl:3][C:4]1[C:12]2[N:11]=[C:10]3[N:13]([C:17]4[CH:22]=[CH:21][C:20]([Cl:23])=[CH:19][C:18]=4[C:24]([F:26])([F:25])[F:27])[CH2:14][CH2:15][CH2:16][N:9]3[C:8]=2[C:7]([CH2:28][OH:29])=[CH:6][CH:5]=1. The yield is 0.870. (5) The reactants are ClC[CH2:3][CH2:4][O:5][C:6]1[C:7]([O:26][CH3:27])=[CH:8][C:9]2[C:18]3[C:13](=[C:14]([NH2:24])[N:15]=[C:16]([N:19]4[CH:23]=[CH:22][N:21]=[CH:20]4)[CH:17]=3)[CH:12]=[N:11][C:10]=2[CH:25]=1.C[N:29]1[C:33](=O)[CH2:32][CH2:31][CH2:30]1.N1CCCC1. No catalyst specified. The product is [N:19]1([C:16]2[CH:17]=[C:18]3[C:13](=[C:14]([NH2:24])[N:15]=2)[CH:12]=[N:11][C:10]2[CH:25]=[C:6]([O:5][CH2:4][CH2:3][N:29]4[CH2:33][CH2:32][CH2:31][CH2:30]4)[C:7]([O:26][CH3:27])=[CH:8][C:9]3=2)[CH:23]=[CH:22][N:21]=[CH:20]1. The yield is 0.590. (6) The reactants are [F:1][C:2]1[CH:3]=[C:4]2[C:8](=[CH:9][CH:10]=1)[N:7]([CH2:11][C:12]1[O:13][C:14]([C:17]([F:20])([F:19])[F:18])=[CH:15][CH:16]=1)[C:6](=[O:21])[C:5]2([C:24]1[C:32](O)=[CH:31][C:27]2[O:28][CH2:29][O:30][C:26]=2[CH:25]=1)[CH2:22][OH:23].C(P(CCCC)CCCC)CCC.N(C(OC(C)(C)C)=O)=NC(OC(C)(C)C)=O. The catalyst is O1CCCC1. The product is [F:1][C:2]1[CH:3]=[C:4]2[C:8](=[CH:9][CH:10]=1)[N:7]([CH2:11][C:12]1[O:13][C:14]([C:17]([F:19])([F:20])[F:18])=[CH:15][CH:16]=1)[C:6](=[O:21])[C:5]12[C:24]2=[CH:25][C:26]3[O:30][CH2:29][O:28][C:27]=3[CH:31]=[C:32]2[O:23][CH2:22]1. The yield is 0.340. (7) The reactants are [Cl:1][C:2]1[C:3]([C:23]([F:26])([F:25])[F:24])=[CH:4][C:5]2[N:9]=[C:8]([CH2:10][CH3:11])[N:7]([C:12]3[CH:17]=[CH:16][C:15]([CH2:18][CH:19](O)[CH3:20])=[CH:14][CH:13]=3)[C:6]=2[CH:22]=1.C1(P(C2C=CC=CC=2)C2C=CC=CC=2)C=CC=CC=1.C1(P([N:60]=[N+:61]=[N-:62])(C2C=CC=CC=2)=O)C=CC=CC=1.N(C(OCC)=O)=NC(OCC)=O. The catalyst is O1CCCC1.C(OCC)(=O)C. The product is [N:60]([CH:19]([CH3:20])[CH2:18][C:15]1[CH:16]=[CH:17][C:12]([N:7]2[C:6]3[CH:22]=[C:2]([Cl:1])[C:3]([C:23]([F:26])([F:25])[F:24])=[CH:4][C:5]=3[N:9]=[C:8]2[CH2:10][CH3:11])=[CH:13][CH:14]=1)=[N+:61]=[N-:62]. The yield is 0.370.